Dataset: Full USPTO retrosynthesis dataset with 1.9M reactions from patents (1976-2016). Task: Predict the reactants needed to synthesize the given product. (1) Given the product [CH2:1]([C:3]1[NH:7][C:6]([C:8]2[CH:9]=[CH:10][C:11]([F:14])=[CH:12][CH:13]=2)=[N:5][C:4]=1[C:15](=[O:17])[N:20]([O:21][CH3:22])[CH3:19])[CH3:2], predict the reactants needed to synthesize it. The reactants are: [CH2:1]([C:3]1[NH:7][C:6]([C:8]2[CH:13]=[CH:12][C:11]([F:14])=[CH:10][CH:9]=2)=[N:5][C:4]=1[C:15]([OH:17])=O)[CH3:2].Cl.[CH3:19][NH:20][O:21][CH3:22].Cl.C(N=C=NCCCN(C)C)C.ON1C2C=CC=CC=2N=N1. (2) Given the product [Cl:36][C:33]1[CH:32]=[CH:31][C:30]([C:27]2[S:28][CH:29]=[C:25]([CH2:24][S:23][C:4]3[C:5]([C:21]#[N:22])=[C:6]([C:11]4[CH:12]=[CH:13][C:14]([O:17][CH2:18][CH2:19][OH:20])=[CH:15][CH:16]=4)[C:7]4[C:8](=[O:9])[NH:10][C:38]([CH3:43])([CH3:39])[NH:1][C:2]=4[N:3]=3)[N:26]=2)=[CH:35][CH:34]=1, predict the reactants needed to synthesize it. The reactants are: [NH2:1][C:2]1[C:7]([C:8]([NH2:10])=[O:9])=[C:6]([C:11]2[CH:16]=[CH:15][C:14]([O:17][CH2:18][CH2:19][OH:20])=[CH:13][CH:12]=2)[C:5]([C:21]#[N:22])=[C:4]([S:23][CH2:24][C:25]2[N:26]=[C:27]([C:30]3[CH:35]=[CH:34][C:33]([Cl:36])=[CH:32][CH:31]=3)[S:28][CH:29]=2)[N:3]=1.O.[C:38]1(C)[CH:43]=CC(S(O)(=O)=O)=C[CH:39]=1. (3) Given the product [C:1]([NH:10][C@@H:9]1[C@@H:11]([OH:12])[C@H:13]([OH:14])[C@@H:15]([CH2:17][OH:18])[O:16][CH:8]1[OH:7])(=[O:5])[CH:2]([CH3:4])[OH:3], predict the reactants needed to synthesize it. The reactants are: [C:1](O)(=[O:5])[CH:2]([CH3:4])[OH:3].[OH:7][CH:8]1[O:16][C@H:15]([CH2:17][OH:18])[C@@H:13]([OH:14])[C@H:11]([OH:12])[C@H:9]1[NH2:10].Cl.O=C[C@@H]([C@H]([C@@H]([C@@H](CO)O)O)O)O.